This data is from Reaction yield outcomes from USPTO patents with 853,638 reactions. The task is: Predict the reaction yield, written as a fraction of the theoretical maximum amount of product (1.0 means a 100% yield; for example, 0.34 means a 34% yield). (1) The reactants are Br[C:2]1[CH:3]=[N:4][CH:5]=[CH:6][C:7]=1[CH3:8].[C:9]1([CH2:15][SH:16])[CH:14]=[CH:13][CH:12]=[CH:11][CH:10]=1.C(N(CC)C(C)C)(C)C.C1(P(C2C=CC=CC=2)C2C3OC4C(=CC=CC=4P(C4C=CC=CC=4)C4C=CC=CC=4)C(C)(C)C=3C=CC=2)C=CC=CC=1. The catalyst is C1(C)C=CC=CC=1.C1C=CC(/C=C/C(/C=C/C2C=CC=CC=2)=O)=CC=1.C1C=CC(/C=C/C(/C=C/C2C=CC=CC=2)=O)=CC=1.C1C=CC(/C=C/C(/C=C/C2C=CC=CC=2)=O)=CC=1.[Pd].[Pd]. The product is [CH2:15]([S:16][C:2]1[CH:3]=[N:4][CH:5]=[CH:6][C:7]=1[CH3:8])[C:9]1[CH:14]=[CH:13][CH:12]=[CH:11][CH:10]=1. The yield is 0.590. (2) The reactants are [Cl:1][C:2]1[CH:7]=[C:6]([N+:8]([O-])=O)[CH:5]=[C:4]([Cl:11])[C:3]=1[S:12][C:13]1[S:14][C:15]2[CH:21]=[C:20]([C:22]#[N:23])[CH:19]=[CH:18][C:16]=2[N:17]=1.O.O.[Sn](Cl)(Cl)(Cl)Cl. No catalyst specified. The product is [NH2:8][C:6]1[CH:7]=[C:2]([Cl:1])[C:3]([S:12][C:13]2[S:14][C:15]3[CH:21]=[C:20]([C:22]#[N:23])[CH:19]=[CH:18][C:16]=3[N:17]=2)=[C:4]([Cl:11])[CH:5]=1. The yield is 0.980. (3) The reactants are [F:1][C:2]1[CH:7]=[CH:6][C:5]([N:8]2[CH2:17][C:16]3[C:11](=[N:12][C:13](SC)=[N:14][CH:15]=3)[N:10]([CH3:20])[C:9]2=[O:21])=[CH:4][C:3]=1[NH:22][C:23]([NH:25][C:26]1[N:30]([C:31]2[CH:36]=[CH:35][CH:34]=[CH:33][CH:32]=2)[N:29]=[C:28]([CH:37]([CH3:39])[CH3:38])[CH:27]=1)=[O:24].C1C=C(Cl)C=C(C(OO)=O)C=1.[CH3:51][NH2:52]. No catalyst specified. The product is [F:1][C:2]1[CH:7]=[CH:6][C:5]([N:8]2[CH2:17][C:16]3[C:11](=[N:12][C:13]([NH:52][CH3:51])=[N:14][CH:15]=3)[N:10]([CH3:20])[C:9]2=[O:21])=[CH:4][C:3]=1[NH:22][C:23]([NH:25][C:26]1[N:30]([C:31]2[CH:36]=[CH:35][CH:34]=[CH:33][CH:32]=2)[N:29]=[C:28]([CH:37]([CH3:39])[CH3:38])[CH:27]=1)=[O:24]. The yield is 0.740. (4) The reactants are [Br:1][C:2]1[CH:3]=[C:4]2[C:9](=[CH:10][CH:11]=1)[N:8]=[C:7](Cl)[N:6]=[CH:5]2.[NH2:13][CH2:14][CH2:15][C:16]1[CH:21]=[CH:20][CH:19]=[CH:18][N:17]=1. The catalyst is CC(O)C. The product is [Br:1][C:2]1[CH:3]=[C:4]2[C:9](=[CH:10][CH:11]=1)[N:8]=[C:7]([NH:13][CH2:14][CH2:15][C:16]1[CH:21]=[CH:20][CH:19]=[CH:18][N:17]=1)[N:6]=[CH:5]2. The yield is 0.580. (5) The product is [NH2:44][CH2:43][C:39]1[CH:38]=[C:37]([C:31]2[CH:32]=[C:33]([Cl:36])[CH:34]=[CH:35][C:30]=2[O:29][C:3]2[C:2]([Cl:1])=[CH:7][C:6]([S:8]([NH:11][C:12]3[S:16][N:15]=[CH:14][N:13]=3)(=[O:9])=[O:10])=[C:5]([F:28])[CH:4]=2)[CH:42]=[CH:41][N:40]=1. The yield is 0.100. The reactants are [Cl:1][C:2]1[C:3]([O:29][C:30]2[CH:35]=[CH:34][C:33]([Cl:36])=[CH:32][C:31]=2[C:37]2[CH:42]=[CH:41][N:40]=[C:39]([C:43]#[N:44])[CH:38]=2)=[CH:4][C:5]([F:28])=[C:6]([S:8]([N:11](CC2C=CC(OC)=CC=2OC)[C:12]2[S:16][N:15]=[CH:14][N:13]=2)(=[O:10])=[O:9])[CH:7]=1. The catalyst is CO.O1CCOCC1.[Ni]. (6) The reactants are [Br:1][C:2]1[CH:3]=[C:4]([NH:13][CH:14]2[CH2:19][CH2:18][O:17][CH2:16][CH2:15]2)[C:5]([CH3:12])=[C:6]([CH:11]=1)[C:7]([O:9][CH3:10])=[O:8].[CH:20](=O)[CH3:21].C(O)(=O)C.C(O[BH-](OC(=O)C)OC(=O)C)(=O)C.[Na+]. The catalyst is ClC(Cl)C. The product is [Br:1][C:2]1[CH:3]=[C:4]([N:13]([CH2:20][CH3:21])[CH:14]2[CH2:19][CH2:18][O:17][CH2:16][CH2:15]2)[C:5]([CH3:12])=[C:6]([CH:11]=1)[C:7]([O:9][CH3:10])=[O:8]. The yield is 0.933. (7) The reactants are [N:1]1([C:5]([C:7]2[CH:37]=[CH:36][C:10]([O:11][C:12]3[CH:13]=[C:14]([CH:25]=[C:26]([O:28][C@H:29]4[CH2:33][CH2:32][N:31]([CH3:34])[C:30]4=[O:35])[CH:27]=3)[C:15]([NH:17][C:18]3[CH:23]=[N:22][C:21]([CH3:24])=[CH:20][N:19]=3)=[O:16])=[C:9](Cl)[CH:8]=2)=[O:6])[CH2:4][CH2:3][CH2:2]1. The catalyst is [Pd].C1COCC1.C(O)C. The product is [N:1]1([C:5]([C:7]2[CH:37]=[CH:36][C:10]([O:11][C:12]3[CH:13]=[C:14]([CH:25]=[C:26]([O:28][C@H:29]4[CH2:33][CH2:32][N:31]([CH3:34])[C:30]4=[O:35])[CH:27]=3)[C:15]([NH:17][C:18]3[CH:23]=[N:22][C:21]([CH3:24])=[CH:20][N:19]=3)=[O:16])=[CH:9][CH:8]=2)=[O:6])[CH2:4][CH2:3][CH2:2]1. The yield is 0.890. (8) The reactants are [NH2:1][C:2]1[CH:7]=[C:6]([O:8][C:9]2[CH:10]=[CH:11][C:12]([NH:15][C:16]([C:18]3[C:19](=[O:31])[N:20]([C:25]4[CH:30]=[CH:29][CH:28]=[CH:27][CH:26]=4)[N:21]([CH3:24])[C:22]=3[CH3:23])=[O:17])=[N:13][CH:14]=2)[CH:5]=[CH:4][N:3]=1.N1C=CC=CC=1.[C:38]1([O:44][C:45](Cl)=[O:46])[CH:43]=[CH:42][CH:41]=[CH:40][CH:39]=1. The catalyst is C(Cl)Cl. The product is [C:38]1([O:44][C:45](=[O:46])[NH:1][C:2]2[CH:7]=[C:6]([O:8][C:9]3[CH:14]=[N:13][C:12]([NH:15][C:16]([C:18]4[C:19](=[O:31])[N:20]([C:25]5[CH:26]=[CH:27][CH:28]=[CH:29][CH:30]=5)[N:21]([CH3:24])[C:22]=4[CH3:23])=[O:17])=[CH:11][CH:10]=3)[CH:5]=[CH:4][N:3]=2)[CH:43]=[CH:42][CH:41]=[CH:40][CH:39]=1. The yield is 0.420. (9) The reactants are [C:1]1([C:7](=NN)[C:8]2[CH:13]=[CH:12][CH:11]=[CH:10][CH:9]=2)[CH:6]=[CH:5][CH:4]=[CH:3][CH:2]=1.C1(C(C2C=CC=CC=2)=[N+]=[N-])C=CC=CC=1.[C:31]([O:35][CH2:36][CH3:37])(=[O:34])[CH:32]=[CH2:33]. The catalyst is [Hg]=O. The product is [CH2:36]([O:35][C:31]([CH:32]1[CH2:33][C:7]1([C:8]1[CH:13]=[CH:12][CH:11]=[CH:10][CH:9]=1)[C:1]1[CH:6]=[CH:5][CH:4]=[CH:3][CH:2]=1)=[O:34])[CH3:37]. The yield is 0.960. (10) The reactants are [C:1]1([CH3:19])[CH:6]=[CH:5][C:4]([C:7]2[O:8][C:9]3[CH:15]=[CH:14][C:13]([C:16]([OH:18])=O)=[CH:12][C:10]=3[N:11]=2)=[CH:3][CH:2]=1.CN(C(O[N:28]1N=N[C:30]2[CH:31]=[CH:32]C=N[C:29]1=2)=[N+](C)C)C.F[P-](F)(F)(F)(F)F.C(N(C(C)C)CC)(C)C.C(N)CCC. The catalyst is CN(C)C=O.C(OCC)(=O)C. The product is [CH2:29]([NH:28][C:16]([C:13]1[CH:14]=[CH:15][C:9]2[O:8][C:7]([C:4]3[CH:3]=[CH:2][C:1]([CH3:19])=[CH:6][CH:5]=3)=[N:11][C:10]=2[CH:12]=1)=[O:18])[CH2:30][CH2:31][CH3:32]. The yield is 0.110.